Dataset: Full USPTO retrosynthesis dataset with 1.9M reactions from patents (1976-2016). Task: Predict the reactants needed to synthesize the given product. (1) Given the product [F:1][C:2]1[CH:7]=[CH:6][C:5]([NH:8][C:9]2[C:10]3[C:17]([CH3:18])=[C:16]([C:19]([OH:21])=[O:20])[S:15][C:11]=3[N:12]=[CH:13][N:14]=2)=[C:4]([OH:23])[CH:3]=1, predict the reactants needed to synthesize it. The reactants are: [F:1][C:2]1[CH:7]=[CH:6][C:5]([NH:8][C:9]2[C:10]3[C:17]([CH3:18])=[C:16]([C:19]([O:21]C)=[O:20])[S:15][C:11]=3[N:12]=[CH:13][N:14]=2)=[C:4]([OH:23])[CH:3]=1.[OH-].[Na+].Cl. (2) Given the product [OH:3][C:2]([CH3:20])([CH3:1])[CH2:11][CH2:10][C:9]1[C:4](=[O:23])[C:5]([CH3:19])=[C:6]([CH3:18])[C:7](=[O:17])[C:8]=1[CH2:12][CH2:13][CH:14]([CH3:16])[CH3:15], predict the reactants needed to synthesize it. The reactants are: [CH3:1][C:2]1([CH3:20])[CH2:11][CH2:10][C:9]2[C:4](=[C:5]([CH3:19])[C:6]([CH3:18])=[C:7]([OH:17])[C:8]=2[CH2:12][CH:13]=[C:14]([CH3:16])[CH3:15])[O:3]1.C(OCC)(=[O:23])C. (3) Given the product [OH:22][CH2:21][C:20]([C:17]1[CH:18]=[CH:19][C:14]([C:13]([NH:12][C:4]2[CH:3]=[C:2]([C:26]3[CH:31]=[CH:30][CH:29]=[CH:28][CH:27]=3)[N:7]3[N:8]=[C:9]([CH3:11])[CH:10]=[C:6]3[N:5]=2)=[O:25])=[CH:15][CH:16]=1)([CH3:24])[CH3:23], predict the reactants needed to synthesize it. The reactants are: Cl[C:2]1[N:7]2[N:8]=[C:9]([CH3:11])[CH:10]=[C:6]2[N:5]=[C:4]([NH:12][C:13](=[O:25])[C:14]2[CH:19]=[CH:18][C:17]([C:20]([CH3:24])([CH3:23])[CH2:21][OH:22])=[CH:16][CH:15]=2)[CH:3]=1.[C:26]1(B(O)O)[CH:31]=[CH:30][CH:29]=[CH:28][CH:27]=1. (4) Given the product [OH:25][NH:26][C:7](=[O:8])[CH:3]([N:2]([CH3:1])[S:10]([C:13]1[CH:18]=[CH:17][C:16]([O:19][CH2:20][CH:21]=[C:22]=[CH:23][CH3:24])=[CH:15][CH:14]=1)(=[O:12])=[O:11])[CH:4]([CH3:6])[CH3:5], predict the reactants needed to synthesize it. The reactants are: [CH3:1][N:2]([S:10]([C:13]1[CH:18]=[CH:17][C:16]([O:19][CH2:20][CH:21]=[C:22]=[CH:23][CH3:24])=[CH:15][CH:14]=1)(=[O:12])=[O:11])[C@H:3]([C:7](O)=[O:8])[CH:4]([CH3:6])[CH3:5].[OH:25][N:26]1C2C=CC=CC=2N=N1.Cl.CN(C)CCCN=C=NCC.CN1CCOCC1.NO. (5) The reactants are: [NH2:1][CH2:2][CH2:3][O:4][C:5]1[CH:6]=[C:7]([CH:32]=[CH:33][CH:34]=1)[C:8]([N:10]1[CH2:15][CH2:14][CH:13]([CH2:16][C:17]2([CH3:31])[S:21][C:20]([NH:22][C@H:23]3[CH2:28][CH:27]4[CH2:29][CH:24]3[CH2:25][CH2:26]4)=[N:19][C:18]2=[O:30])[CH2:12][CH2:11]1)=[O:9].C([O-])([O-])=O.[K+].[K+].Cl[CH2:42][CH2:43][O:44][CH2:45][CH2:46]Cl.C([O-])(O)=O.[Na+]. Given the product [CH:24]12[CH2:29][CH:27]([CH2:26][CH2:25]1)[CH2:28][C@@H:23]2[NH:22][C:20]1[S:21][C:17]([CH3:31])([CH2:16][CH:13]2[CH2:14][CH2:15][N:10]([C:8](=[O:9])[C:7]3[CH:32]=[CH:33][CH:34]=[C:5]([O:4][CH2:3][CH2:2][N:1]4[CH2:46][CH2:45][O:44][CH2:43][CH2:42]4)[CH:6]=3)[CH2:11][CH2:12]2)[C:18](=[O:30])[N:19]=1, predict the reactants needed to synthesize it. (6) Given the product [CH2:1]([O:3][C:4]1[CH:5]=[C:6](/[CH:13]=[CH:14]/[C:15]([OH:17])=[O:16])[CH:7]=[CH:8][C:9]=1[O:10][CH2:11][CH3:12])[CH3:2], predict the reactants needed to synthesize it. The reactants are: [CH2:1]([O:3][C:4]1[CH:5]=[C:6](/[CH:13]=[CH:14]/[C:15]([O:17]C)=[O:16])[CH:7]=[CH:8][C:9]=1[O:10][CH2:11][CH3:12])[CH3:2].[OH-].[K+].O. (7) Given the product [Br:35][CH:10]([C:7]1[CH:6]=[CH:5][C:4]([O:3][C:2]([F:14])([F:15])[F:1])=[CH:9][CH:8]=1)[C:11]([O:13][CH3:16])=[O:12], predict the reactants needed to synthesize it. The reactants are: [F:1][C:2]([F:15])([F:14])[O:3][C:4]1[CH:9]=[CH:8][C:7]([CH2:10][C:11]([OH:13])=[O:12])=[CH:6][CH:5]=1.[C:16](Cl)(=O)C(Cl)=O.C(Cl)(Cl)(Cl)Cl.C1C(=O)N(Br)C(=O)C1.[BrH:35]. (8) Given the product [C:6]([O:14][C@@H:15]1[C@@H:38]([O:39][C:40](=[O:47])[C:41]2[CH:46]=[CH:45][CH:44]=[CH:43][CH:42]=2)[C@H:37]([O:48][C:49](=[O:56])[C:50]2[CH:51]=[CH:52][CH:53]=[CH:54][CH:55]=2)[C@@H:36]([C@@H:57]([CH3:67])[O:58][C:59](=[O:66])[C:60]2[CH:61]=[CH:62][CH:63]=[CH:64][CH:65]=2)[O:35][C@H:16]1[O:83][C:76]1[C:75]([CH2:74][C:73]2[CH:72]=[CH:71][C:70]([O:69][CH3:68])=[CH:85][CH:84]=2)=[C:80]([CH3:81])[CH:79]=[C:78]([CH3:82])[N:77]=1)(=[O:13])[C:7]1[CH:12]=[CH:11][CH:10]=[CH:9][CH:8]=1, predict the reactants needed to synthesize it. The reactants are: Br.C(O)(=O)C.[C:6]([O:14][C@@H:15]1[C@@H:38]([O:39][C:40](=[O:47])[C:41]2[CH:46]=[CH:45][CH:44]=[CH:43][CH:42]=2)[C@H:37]([O:48][C:49](=[O:56])[C:50]2[CH:55]=[CH:54][CH:53]=[CH:52][CH:51]=2)[C@@H:36]([C@@H:57]([CH3:67])[O:58][C:59](=[O:66])[C:60]2[CH:65]=[CH:64][CH:63]=[CH:62][CH:61]=2)[O:35][C@H:16]1OC1C(CC2C=CC(CC)=CC=2)=C(C)C=C(C)N=1)(=[O:13])[C:7]1[CH:12]=[CH:11][CH:10]=[CH:9][CH:8]=1.[CH3:68][O:69][C:70]1[CH:85]=[CH:84][C:73]([CH2:74][C:75]2[C:76]([OH:83])=[N:77][C:78]([CH3:82])=[CH:79][C:80]=2[CH3:81])=[CH:72][CH:71]=1.